From a dataset of Reaction yield outcomes from USPTO patents with 853,638 reactions. Predict the reaction yield, written as a fraction of the theoretical maximum amount of product (1.0 means a 100% yield; for example, 0.34 means a 34% yield). (1) The reactants are [CH2:1]([N:8]1[C:17](=[O:18])[C:16]2[C:11](=[CH:12][CH:13]=[CH:14][CH:15]=2)[C:10]([C:19]2[C:27]3[C:22](=[CH:23][CH:24]=[CH:25][CH:26]=3)[N:21]([CH2:28][C:29](O)=[O:30])[C:20]=2[CH3:32])=[N:9]1)[C:2]1[CH:7]=[CH:6][CH:5]=[CH:4][CH:3]=1.[CH3:33][S:34]([NH2:37])(=[O:36])=[O:35].F[P-](F)(F)(F)(F)F.N1(O[P+](N(C)C)(N(C)C)N(C)C)C2C=CC=CC=2N=N1.C(N(C(C)C)CC)(C)C. The yield is 0.0740. The product is [CH2:1]([N:8]1[C:17](=[O:18])[C:16]2[C:11](=[CH:12][CH:13]=[CH:14][CH:15]=2)[C:10]([C:19]2[C:27]3[C:22](=[CH:23][CH:24]=[CH:25][CH:26]=3)[N:21]([CH2:28][C:29]([NH:37][S:34]([CH3:33])(=[O:36])=[O:35])=[O:30])[C:20]=2[CH3:32])=[N:9]1)[C:2]1[CH:7]=[CH:6][CH:5]=[CH:4][CH:3]=1. The catalyst is O. (2) The reactants are CCN(C(C)C)C(C)C.Cl.[NH2:11][C@@H:12]([CH:20]([CH3:22])[CH3:21])[C:13]([O:15][C:16]([CH3:19])([CH3:18])[CH3:17])=[O:14].Cl[C:24]([O:26][CH3:27])=[O:25]. The catalyst is C1COCC1. The product is [CH3:27][O:26][C:24]([NH:11][C@@H:12]([CH:20]([CH3:22])[CH3:21])[C:13]([O:15][C:16]([CH3:17])([CH3:19])[CH3:18])=[O:14])=[O:25]. The yield is 0.990. (3) The product is [Cl:6][C:7]1[CH:12]=[C:11]([S:2]([Cl:1])(=[O:5])=[O:3])[CH:10]=[C:9]([CH3:16])[C:8]=1[OH:14]. No catalyst specified. The reactants are [Cl:1][S:2]([OH:5])(=O)=[O:3].[Cl:6][C:7]1[CH:12]=[CH:11][C:10](C)=[CH:9][C:8]=1[OH:14].Cl[CH2:16]Cl. The yield is 0.113. (4) The reactants are [C:1]1(B(O)O)[CH:6]=[CH:5][CH:4]=[CH:3][CH:2]=1.[F-].[K+].Cl[C:13]1[CH:20]=[CH:19][C:16]([C:17]#[N:18])=[CH:15][CH:14]=1. The catalyst is C([O-])(=O)C.[Pd+2].C([O-])(=O)C.C(P(C(C)(C)C)C1C=CC=CC=1C1C=CC=CC=1)(C)(C)C. The product is [C:17]([C:16]1[CH:19]=[CH:20][C:13]([C:1]2[CH:6]=[CH:5][CH:4]=[CH:3][CH:2]=2)=[CH:14][CH:15]=1)#[N:18]. The yield is 0.890.